Dataset: NCI-60 drug combinations with 297,098 pairs across 59 cell lines. Task: Regression. Given two drug SMILES strings and cell line genomic features, predict the synergy score measuring deviation from expected non-interaction effect. (1) Drug 1: C1CCC(C(C1)N)N.C(=O)(C(=O)[O-])[O-].[Pt+4]. Drug 2: B(C(CC(C)C)NC(=O)C(CC1=CC=CC=C1)NC(=O)C2=NC=CN=C2)(O)O. Cell line: M14. Synergy scores: CSS=39.9, Synergy_ZIP=1.15, Synergy_Bliss=2.95, Synergy_Loewe=-20.0, Synergy_HSA=3.90. (2) Drug 1: C1CCC(CC1)NC(=O)N(CCCl)N=O. Drug 2: CCC1(CC2CC(C3=C(CCN(C2)C1)C4=CC=CC=C4N3)(C5=C(C=C6C(=C5)C78CCN9C7C(C=CC9)(C(C(C8N6C)(C(=O)OC)O)OC(=O)C)CC)OC)C(=O)OC)O.OS(=O)(=O)O. Cell line: SK-MEL-28. Synergy scores: CSS=13.4, Synergy_ZIP=-10.1, Synergy_Bliss=-7.18, Synergy_Loewe=-19.6, Synergy_HSA=-7.16. (3) Drug 1: CCN(CC)CCCC(C)NC1=C2C=C(C=CC2=NC3=C1C=CC(=C3)Cl)OC. Drug 2: COCCOC1=C(C=C2C(=C1)C(=NC=N2)NC3=CC=CC(=C3)C#C)OCCOC.Cl. Cell line: SN12C. Synergy scores: CSS=29.1, Synergy_ZIP=-0.0743, Synergy_Bliss=-0.256, Synergy_Loewe=1.12, Synergy_HSA=4.12. (4) Drug 1: CCC1(CC2CC(C3=C(CCN(C2)C1)C4=CC=CC=C4N3)(C5=C(C=C6C(=C5)C78CCN9C7C(C=CC9)(C(C(C8N6C=O)(C(=O)OC)O)OC(=O)C)CC)OC)C(=O)OC)O.OS(=O)(=O)O. Drug 2: CCC1(C2=C(COC1=O)C(=O)N3CC4=CC5=C(C=CC(=C5CN(C)C)O)N=C4C3=C2)O.Cl. Cell line: A549. Synergy scores: CSS=25.1, Synergy_ZIP=-3.55, Synergy_Bliss=-2.23, Synergy_Loewe=-18.9, Synergy_HSA=-1.84. (5) Drug 1: C1CC(=O)NC(=O)C1N2C(=O)C3=CC=CC=C3C2=O. Drug 2: N.N.Cl[Pt+2]Cl. Cell line: MOLT-4. Synergy scores: CSS=53.0, Synergy_ZIP=0.236, Synergy_Bliss=0.171, Synergy_Loewe=-20.2, Synergy_HSA=-0.879. (6) Drug 1: CC1=C(C=C(C=C1)NC2=NC=CC(=N2)N(C)C3=CC4=NN(C(=C4C=C3)C)C)S(=O)(=O)N.Cl. Drug 2: CC12CCC3C(C1CCC2O)C(CC4=C3C=CC(=C4)O)CCCCCCCCCS(=O)CCCC(C(F)(F)F)(F)F. Cell line: M14. Synergy scores: CSS=0.901, Synergy_ZIP=4.77, Synergy_Bliss=7.27, Synergy_Loewe=1.44, Synergy_HSA=3.35. (7) Drug 1: CC1=C2C(C(=O)C3(C(CC4C(C3C(C(C2(C)C)(CC1OC(=O)C(C(C5=CC=CC=C5)NC(=O)OC(C)(C)C)O)O)OC(=O)C6=CC=CC=C6)(CO4)OC(=O)C)O)C)O. Drug 2: CN(C(=O)NC(C=O)C(C(C(CO)O)O)O)N=O. Cell line: UACC-257. Synergy scores: CSS=2.40, Synergy_ZIP=-1.96, Synergy_Bliss=-2.24, Synergy_Loewe=2.71, Synergy_HSA=-1.71. (8) Drug 1: C1=CN(C(=O)N=C1N)C2C(C(C(O2)CO)O)O.Cl. Drug 2: C1C(C(OC1N2C=NC3=C2NC=NCC3O)CO)O. Cell line: SNB-19. Synergy scores: CSS=37.4, Synergy_ZIP=-8.25, Synergy_Bliss=0.128, Synergy_Loewe=-12.5, Synergy_HSA=1.01. (9) Drug 1: CC1=C(C=C(C=C1)C(=O)NC2=CC(=CC(=C2)C(F)(F)F)N3C=C(N=C3)C)NC4=NC=CC(=N4)C5=CN=CC=C5. Drug 2: C(CCl)NC(=O)N(CCCl)N=O. Cell line: HOP-92. Synergy scores: CSS=9.46, Synergy_ZIP=-2.75, Synergy_Bliss=2.32, Synergy_Loewe=0.300, Synergy_HSA=1.08.